From a dataset of Catalyst prediction with 721,799 reactions and 888 catalyst types from USPTO. Predict which catalyst facilitates the given reaction. (1) Reactant: [NH2:1][C:2]1[CH:18]=[CH:17][CH:16]=[C:15]([Cl:19])[C:3]=1[C:4]([NH:6][C:7]1[CH:12]=[CH:11][CH:10]=[CH:9][C:8]=1[O:13][CH3:14])=[O:5].[Cl:20][CH2:21][C:22](Cl)=O. Product: [Cl:19][C:15]1[CH:16]=[CH:17][CH:18]=[C:2]2[C:3]=1[C:4](=[O:5])[N:6]([C:7]1[CH:12]=[CH:11][CH:10]=[CH:9][C:8]=1[O:13][CH3:14])[C:22]([CH2:21][Cl:20])=[N:1]2. The catalyst class is: 15. (2) Reactant: CN(C(ON1N=NC2C=CC=NC1=2)=[N+](C)C)C.F[P-](F)(F)(F)(F)F.CCN(C(C)C)C(C)C.[C:34]([O:38][C:39]([NH:41][C@@H:42]([CH2:46][C:47]#[N:48])[C:43]([OH:45])=O)=[O:40])([CH3:37])([CH3:36])[CH3:35].[NH2:49][C@@H:50]([CH2:67][C:68]1[CH:73]=[CH:72][C:71]([O:74][CH3:75])=[CH:70][CH:69]=1)[C:51]([NH:53][C@@H:54]([CH2:61][C:62]1[CH2:66][CH2:65][CH2:64][CH:63]=1)[C:55]([C@@:57]1([CH3:60])[CH2:59][O:58]1)=[O:56])=[O:52]. Product: [C:47]([CH2:46][C@H:42]([NH:41][C:39](=[O:40])[O:38][C:34]([CH3:35])([CH3:36])[CH3:37])[C:43]([NH:49][C@@H:50]([CH2:67][C:68]1[CH:69]=[CH:70][C:71]([O:74][CH3:75])=[CH:72][CH:73]=1)[C:51]([NH:53][C@@H:54]([CH2:61][C:62]1[CH2:66][CH2:65][CH2:64][CH:63]=1)[C:55]([C@@:57]1([CH3:60])[CH2:59][O:58]1)=[O:56])=[O:52])=[O:45])#[N:48]. The catalyst class is: 303. (3) Reactant: CO.C[O:4][C:5]([C:7]1[C:12]([S:13][C:14]2[CH:19]=[CH:18][C:17]([F:20])=[CH:16][CH:15]=2)=[N:11][CH:10]=[C:9]([Br:21])[N:8]=1)=[O:6].[OH-].[Na+].Cl. Product: [Br:21][C:9]1[N:8]=[C:7]([C:5]([OH:6])=[O:4])[C:12]([S:13][C:14]2[CH:19]=[CH:18][C:17]([F:20])=[CH:16][CH:15]=2)=[N:11][CH:10]=1. The catalyst class is: 7. (4) Reactant: [CH2:1]([O:3][C:4]([N:6]1[CH2:11][CH2:10][NH:9][CH2:8][CH2:7]1)=[O:5])[CH3:2].[Cl:12][CH2:13][C:14]1[N:18]=[C:17]([C:19]2[CH:20]=[C:21]([CH3:25])[CH:22]=[CH:23][CH:24]=2)[O:16][N:15]=1.C(=O)([O-])[O-].[K+].[K+]. Product: [ClH:12].[CH2:1]([O:3][C:4]([N:6]1[CH2:7][CH2:8][N:9]([CH2:13][C:14]2[N:18]=[C:17]([C:19]3[CH:20]=[C:21]([CH3:25])[CH:22]=[CH:23][CH:24]=3)[O:16][N:15]=2)[CH2:10][CH2:11]1)=[O:5])[CH3:2]. The catalyst class is: 115. (5) Reactant: [CH3:1][C:2]1[S:6][C:5]([NH:7][C:8](=[O:32])[C:9]2[CH:14]=[CH:13][C:12]([O:15][C:16]3[CH:21]=[CH:20][N:19]=[C:18]4[NH:22][N:23]=[C:24]([NH:25][C@@H:26]5[CH2:31][CH2:30][CH2:29][NH:28][CH2:27]5)[C:17]=34)=[CH:11][CH:10]=2)=[N:4][CH:3]=1.[C:33](O)(=[O:37])[C:34]#[C:35][CH3:36].CCN=C=NCCCN(C)C.Cl. Product: [C:33]([N:28]1[CH2:29][CH2:30][CH2:31][C@@H:26]([NH:25][C:24]2[C:17]3[C:18](=[N:19][CH:20]=[CH:21][C:16]=3[O:15][C:12]3[CH:13]=[CH:14][C:9]([C:8]([NH:7][C:5]4[S:6][C:2]([CH3:1])=[CH:3][N:4]=4)=[O:32])=[CH:10][CH:11]=3)[NH:22][N:23]=2)[CH2:27]1)(=[O:37])[C:34]#[C:35][CH3:36]. The catalyst class is: 79. (6) Reactant: [C:1]1([C@@H:7]([NH:19][C:20]2[CH:25]=[CH:24][CH:23]=[CH:22][CH:21]=2)[C:8]([O:10][C@@H:11]2[CH:16]3[CH2:17][CH2:18][N:13]([CH2:14][CH2:15]3)[CH2:12]2)=[O:9])[CH:6]=[CH:5][CH:4]=[CH:3][CH:2]=1.[Br:26][CH2:27][C:28]([C:30]1[CH:35]=[CH:34][C:33]([N:36]([CH2:39][CH3:40])[CH2:37][CH3:38])=[CH:32][CH:31]=1)=[O:29]. Product: [Br-:26].[CH2:39]([N:36]([CH2:37][CH3:38])[C:33]1[CH:34]=[CH:35][C:30]([C:28](=[O:29])[CH2:27][N+:13]23[CH2:14][CH2:15][CH:16]([CH2:17][CH2:18]2)[C@@H:11]([O:10][C:8](=[O:9])[C@@H:7]([C:1]2[CH:2]=[CH:3][CH:4]=[CH:5][CH:6]=2)[NH:19][C:20]2[CH:25]=[CH:24][CH:23]=[CH:22][CH:21]=2)[CH2:12]3)=[CH:31][CH:32]=1)[CH3:40]. The catalyst class is: 25. (7) Reactant: [F:1][C:2]([F:14])([F:13])[S:3][C:4]1[CH:9]=[CH:8][C:7](CC#N)=[CH:6][CH:5]=1.Br[CH2:16][CH2:17]Cl.[OH-:19].[Na+].O.[CH2:22]([OH:25])[CH2:23]O. Product: [F:14][C:2]([F:1])([F:13])[S:3][C:4]1[CH:5]=[CH:6][C:7]([C:23]2([C:22]([OH:25])=[O:19])[CH2:17][CH2:16]2)=[CH:8][CH:9]=1. The catalyst class is: 572.